From a dataset of Catalyst prediction with 721,799 reactions and 888 catalyst types from USPTO. Predict which catalyst facilitates the given reaction. (1) Reactant: FC(F)(F)C(O)=O.[CH2:8]1[C:10]2([NH:15][CH2:14][CH2:13][CH2:12][CH2:11]2)[CH:9]1[CH2:16][NH:17][C:18]([C:20]1[NH:28][C:27]2[CH:26]=[CH:25][N:24]=[CH:23][C:22]=2[CH:21]=1)=[O:19].C(N(CC)CC)C.[CH3:36][C:37]([CH3:43])([CH3:42])[CH2:38][C:39](Cl)=[O:40]. Product: [CH3:36][C:37]([CH3:43])([CH3:42])[CH2:38][C:39]([N:15]1[C:10]2([CH2:8][CH:9]2[CH2:16][NH:17][C:18]([C:20]2[NH:28][C:27]3[CH:26]=[CH:25][N:24]=[CH:23][C:22]=3[CH:21]=2)=[O:19])[CH2:11][CH2:12][CH2:13][CH2:14]1)=[O:40]. The catalyst class is: 4. (2) Reactant: [C:1]([CH2:3][C:4]([NH:6][C:7]1[CH:11]=[CH:10][N:9]([C:12]2[CH:17]=[CH:16][C:15]([B:18]3[O:22][C:21]([CH3:24])([CH3:23])[C:20]([CH3:26])([CH3:25])[O:19]3)=[CH:14][CH:13]=2)[C:8]=1[C:27]([O:29][CH2:30][CH3:31])=[O:28])=[O:5])#[N:2].C1C(=O)N([Cl:39])C(=O)C1. Product: [Cl:39][C:10]1[N:9]([C:12]2[CH:13]=[CH:14][C:15]([B:18]3[O:22][C:21]([CH3:24])([CH3:23])[C:20]([CH3:25])([CH3:26])[O:19]3)=[CH:16][CH:17]=2)[C:8]([C:27]([O:29][CH2:30][CH3:31])=[O:28])=[C:7]([NH:6][C:4](=[O:5])[CH2:3][C:1]#[N:2])[CH:11]=1. The catalyst class is: 1. (3) Reactant: [CH2:1]([O:8][N:9]1[C:15](=[O:16])[N:14]2[CH2:17][C@H:10]1[CH2:11][CH2:12][C@H:13]2[C:18]([N:20](C=O)[NH2:21])=[O:19])[C:2]1[CH:7]=[CH:6][CH:5]=[CH:4][CH:3]=1.N1C=CC=C[CH:25]=1.O(S(C(F)(F)F)(=O)=O)S(C(F)(F)F)(=O)=O. Product: [CH2:1]([O:8][N:9]1[C:15](=[O:16])[N:14]2[CH2:17][C@H:10]1[CH2:11][CH2:12][C@H:13]2[C:18]1[O:19][CH:25]=[N:21][N:20]=1)[C:2]1[CH:3]=[CH:4][CH:5]=[CH:6][CH:7]=1. The catalyst class is: 2. (4) Reactant: [C:1]([O:5][C:6](=[O:21])[CH2:7][C@@H:8]([CH2:12][CH2:13][CH2:14][CH:15]1[CH2:20][CH2:19][CH2:18][CH2:17][CH2:16]1)[C:9]([OH:11])=[O:10])([CH3:4])([CH3:3])[CH3:2].Cl.CN(C)CCCN=C=NCC.CN1CCOCC1.O.ON1C2C=CC=CC=2N=N1.O/[N:53]=[C:54](\[NH2:62])/[CH2:55][C:56]1[CH:61]=[CH:60][N:59]=[CH:58][CH:57]=1. Product: [NH2:62]/[C:54](=[N:53]\[O:10][C:9]([C@H:8]([CH2:12][CH2:13][CH2:14][CH:15]1[CH2:16][CH2:17][CH2:18][CH2:19][CH2:20]1)[CH2:7][C:6]([O:5][C:1]([CH3:4])([CH3:2])[CH3:3])=[O:21])=[O:11])/[CH2:55][C:56]1[CH:61]=[CH:60][N:59]=[CH:58][CH:57]=1. The catalyst class is: 46. (5) Reactant: Cl[CH2:2][CH2:3][CH2:4][O:5][C:6]1[CH:15]=[C:14]2[C:9]([C:10]([O:16][C:17]3[CH:22]=[C:21]([CH3:23])[C:20]([CH3:24])=[CH:19][C:18]=3[C:25](=[O:27])[CH3:26])=[CH:11][CH:12]=[N:13]2)=[CH:8][C:7]=1[O:28][CH3:29].[NH:30]1[CH2:35][CH2:34][O:33][CH2:32][CH2:31]1.C(=O)([O-])[O-].[K+].[K+].O. Product: [CH3:29][O:28][C:7]1[CH:8]=[C:9]2[C:14](=[CH:15][C:6]=1[O:5][CH2:4][CH2:3][CH2:2][N:30]1[CH2:35][CH2:34][O:33][CH2:32][CH2:31]1)[N:13]=[CH:12][CH:11]=[C:10]2[O:16][C:17]1[CH:22]=[C:21]([CH3:23])[C:20]([CH3:24])=[CH:19][C:18]=1[C:25](=[O:27])[CH3:26]. The catalyst class is: 9. (6) Product: [Br:11][C:12]1[C:13]2[C:18](=[CH:17][C:16]([CH2:23][Br:3])=[CH:15][CH:14]=2)[CH:19]=[CH:20][C:21]=1[I:22]. Reactant: P(Br)(Br)([Br:3])=O.CN(C=O)C.[Br:11][C:12]1[C:21]([I:22])=[CH:20][CH:19]=[C:18]2[C:13]=1[CH:14]=[CH:15][C:16]([CH2:23]O)=[CH:17]2. The catalyst class is: 2. (7) Reactant: [OH:1][C:2]1[CH:3]=[C:4]([CH3:10])[C:5]([C:8]#[N:9])=[N:6][CH:7]=1.[F:11][CH2:12]OS(C1C=CC(C)=CC=1)(=O)=O.C([O-])([O-])=O.[Cs+].[Cs+]. Product: [F:11][CH2:12][O:1][C:2]1[CH:3]=[C:4]([CH3:10])[C:5]([C:8]#[N:9])=[N:6][CH:7]=1. The catalyst class is: 31. (8) Reactant: [C:1]1([C:26]2[CH:31]=[CH:30][CH:29]=[CH:28][CH:27]=2)[CH:6]=[CH:5][C:4]([CH:7]([NH:13][C:14]2[CH:19]=[CH:18][C:17]([N+:20]([O-:22])=[O:21])=[CH:16][C:15]=2[N+:23]([O-])=O)[CH2:8][C:9]([O:11][CH3:12])=[O:10])=[CH:3][CH:2]=1.C([O-])=O.[NH4+].O. Product: [NH2:23][C:15]1[CH:16]=[C:17]([N+:20]([O-:22])=[O:21])[CH:18]=[CH:19][C:14]=1[NH:13][CH:7]([C:4]1[CH:3]=[CH:2][C:1]([C:26]2[CH:31]=[CH:30][CH:29]=[CH:28][CH:27]=2)=[CH:6][CH:5]=1)[CH2:8][C:9]([O:11][CH3:12])=[O:10]. The catalyst class is: 29. (9) Reactant: [CH3:1][N:2]([CH3:39])[CH2:3][CH2:4][CH2:5][C:6]1[C:14]2[C:9](=[CH:10][CH:11]=[CH:12][C:13]=2[O:15][C:16]2[CH:17]=[C:18]([N:26]3[CH2:31][CH2:30][N:29](C(OC(C)(C)C)=O)[CH2:28][CH2:27]3)[CH:19]=[CH:20][C:21]=2[C:22]([O:24][CH3:25])=[O:23])[NH:8][CH:7]=1.FC(F)(F)C(O)=O. Product: [CH3:39][N:2]([CH3:1])[CH2:3][CH2:4][CH2:5][C:6]1[C:14]2[C:9](=[CH:10][CH:11]=[CH:12][C:13]=2[O:15][C:16]2[CH:17]=[C:18]([N:26]3[CH2:31][CH2:30][NH:29][CH2:28][CH2:27]3)[CH:19]=[CH:20][C:21]=2[C:22]([O:24][CH3:25])=[O:23])[NH:8][CH:7]=1. The catalyst class is: 4.